This data is from Catalyst prediction with 721,799 reactions and 888 catalyst types from USPTO. The task is: Predict which catalyst facilitates the given reaction. Reactant: [F:1][C:2]([CH3:18])([CH3:17])[CH2:3][NH:4][C@H:5]([CH3:16])[CH2:6][C:7]1[C:15]2[C:10](=[CH:11][CH:12]=[CH:13][CH:14]=2)[NH:9][CH:8]=1.[F:19][C:20]1[CH:27]=[C:26]([I:28])[CH:25]=[C:24]([F:29])[C:21]=1[CH:22]=O.C(O)(=O)C. Product: [F:19][C:20]1[CH:27]=[C:26]([I:28])[CH:25]=[C:24]([F:29])[C:21]=1[C@@H:22]1[C:8]2[NH:9][C:10]3[C:15](=[CH:14][CH:13]=[CH:12][CH:11]=3)[C:7]=2[CH2:6][C@@H:5]([CH3:16])[N:4]1[CH2:3][C:2]([F:1])([CH3:17])[CH3:18]. The catalyst class is: 11.